Task: Predict the reaction yield, written as a fraction of the theoretical maximum amount of product (1.0 means a 100% yield; for example, 0.34 means a 34% yield).. Dataset: Reaction yield outcomes from USPTO patents with 853,638 reactions (1) The yield is 0.150. No catalyst specified. The reactants are [O:1]1[CH2:6][CH2:5][N:4]([CH2:7][CH2:8][CH2:9][OH:10])[CH2:3][CH2:2]1.[Cl:11][C:12]1[CH:13]=[C:14]([CH:27]=[CH:28][C:29]=1[O:30][CH2:31][C:32]1[CH:37]=[CH:36][CH:35]=[CH:34][N:33]=1)[NH:15][C:16]1C2C(=CC=CC=2F)N=[CH:18][N:17]=1. The product is [Cl:11][C:12]1[CH:13]=[C:14]([CH:27]=[CH:28][C:29]=1[O:30][CH2:31][C:32]1[CH:37]=[CH:36][CH:35]=[CH:34][N:33]=1)[NH:15][C:16]1[N:17]=[CH:18][C:27]2[C:14](=[CH:13][CH:12]=[CH:29][C:28]=2[O:10][CH2:9][CH2:8][CH2:7][N:4]2[CH2:5][CH2:6][O:1][CH2:2][CH2:3]2)[N:15]=1. (2) The yield is 0.432. The catalyst is CN(C=O)C. The reactants are [Br:1][C:2]1[CH:3]=[C:4]2[N:10]=[CH:9][NH:8][C:5]2=[N:6][CH:7]=1.[H-].[Na+].Cl[CH2:14][C:15]1[CH:25]=[CH:24][C:18]2[N:19]=[C:20]([S:22][CH3:23])[O:21][C:17]=2[CH:16]=1.O. The product is [Br:1][C:2]1[CH:3]=[C:4]2[N:10]=[CH:9][N:8]([CH2:14][C:15]3[CH:25]=[CH:24][C:18]4[N:19]=[C:20]([S:22][CH3:23])[O:21][C:17]=4[CH:16]=3)[C:5]2=[N:6][CH:7]=1. (3) The reactants are [CH:1]1([CH2:7][N:8]([C:20]([C:22]2[C:31]([NH:32][C:33]([NH:35][C:36]3[C:41]([CH3:42])=[CH:40][CH:39]=[CH:38][C:37]=3[CH3:43])=[O:34])=[CH:30][C:29]3[C:24](=[CH:25][CH:26]=[CH:27][CH:28]=3)[CH:23]=2)=[O:21])[CH2:9][C:10]([O:12]CC2C=CC=CC=2)=[O:11])CC[CH2:4][CH2:3][CH2:2]1. The catalyst is CCO.[Pd]. The product is [CH:7]1([N:8]([C:20]([C:22]2[C:31]([NH:32][C:33]([NH:35][C:36]3[C:37]([CH3:43])=[CH:38][CH:39]=[CH:40][C:41]=3[CH3:42])=[O:34])=[CH:30][C:29]3[C:24](=[CH:25][CH:26]=[CH:27][CH:28]=3)[CH:23]=2)=[O:21])[CH2:9][C:10]([OH:12])=[O:11])[CH2:4][CH2:3][CH2:2][CH2:1]1. The yield is 0.270. (4) The reactants are [CH:1]1[C:6]([CH:7]=[O:8])=[CH:5][CH:4]=[C:3]([CH:9]=[O:10])[CH:2]=1.NCC1C=CC=CN=1.[H][H]. The catalyst is [Pd].CO. The product is [OH:10][CH2:9][C:3]1[CH:2]=[CH:1][C:6]([CH:7]=[O:8])=[CH:5][CH:4]=1. The yield is 0.780. (5) The reactants are [NH2:1][C:2]1[CH:11]=[CH:10][CH:9]=[C:8]2[C:3]=1[CH:4]=[CH:5][N:6]=[CH:7]2.[Cl-].[Cl-].[Cl-].[Al+3].[Br:16]Br.[OH-].[Na+]. The catalyst is C(OCC)(=O)C. The product is [Br:16][C:9]1[C:8]2[CH:7]=[N:6][CH:5]=[CH:4][C:3]=2[C:2]([NH2:1])=[CH:11][CH:10]=1. The yield is 0.350. (6) The reactants are [Cl:1][C:2]1[N:7]=[CH:6][C:5]([C:8]([F:11])([F:10])[F:9])=[C:4](Cl)[N:3]=1.[NH2:13][C:14]1[CH:23]=[CH:22][CH:21]=[CH:20][C:15]=1[C:16]([NH:18][CH3:19])=[O:17].C(N(CC)C(C)C)(C)C. The catalyst is C(O)(C)C. The product is [Cl:1][C:2]1[N:3]=[C:4]([NH:13][C:14]2[CH:23]=[CH:22][CH:21]=[CH:20][C:15]=2[C:16]([NH:18][CH3:19])=[O:17])[C:5]([C:8]([F:11])([F:10])[F:9])=[CH:6][N:7]=1. The yield is 0.0800. (7) The reactants are [CH3:1][C:2]([CH3:13])([CH3:12])[C:3]([NH:5][C:6]1[CH:11]=[CH:10][N:9]=[CH:8][CH:7]=1)=[O:4].C([Li])CCC.CCCCCC.CB(C)C.[OH:29]O. The catalyst is O1CCCC1.O.C(O)(=O)C. The product is [OH:29][C:7]1[CH:8]=[N:9][CH:10]=[CH:11][C:6]=1[NH:5][C:3](=[O:4])[C:2]([CH3:13])([CH3:12])[CH3:1]. The yield is 0.670. (8) The reactants are [Na].[N+]([C:5]1[CH:9]=[C:8]([N+:10]([O-:12])=[O:11])[N:7](COCC[Si](C)(C)C)[N:6]=1)([O-])=O.[CH3:21][OH:22]. No catalyst specified. The product is [CH3:21][O:22][C:5]1[CH:9]=[C:8]([N+:10]([O-:12])=[O:11])[NH:7][N:6]=1. The yield is 0.760. (9) The reactants are [CH3:1][O:2][C:3]1[CH:4]=[C:5]2[C:10](=O)[O:9][C:7](=[O:8])[C:6]2=[CH:12][CH:13]=1.C([NH2:16])=O. No catalyst specified. The product is [CH3:1][O:2][C:3]1[CH:4]=[C:5]2[C:10](=[O:9])[NH:16][C:7](=[O:8])[C:6]2=[CH:12][CH:13]=1. The yield is 0.770. (10) The reactants are [H-].[Na+].[NH2:3][C:4]1[CH:5]=[C:6]([OH:10])[CH:7]=[CH:8][CH:9]=1.[C:11]([O:15][C:16](=[O:29])[N:17]([C:19]1[CH:24]=[C:23](Cl)[CH:22]=[CH:21][C:20]=1[N+:26]([O-:28])=[O:27])[CH3:18])([CH3:14])([CH3:13])[CH3:12]. The catalyst is CN(C)C=O. The product is [C:11]([O:15][C:16](=[O:29])[N:17]([C:19]1[CH:24]=[C:23]([O:10][C:6]2[CH:7]=[CH:8][CH:9]=[C:4]([NH2:3])[CH:5]=2)[CH:22]=[CH:21][C:20]=1[N+:26]([O-:28])=[O:27])[CH3:18])([CH3:14])([CH3:13])[CH3:12]. The yield is 0.920.